This data is from Full USPTO retrosynthesis dataset with 1.9M reactions from patents (1976-2016). The task is: Predict the reactants needed to synthesize the given product. (1) Given the product [CH:12]1([C:15]2[CH:20]=[CH:19][N:18]=[C:17]([C:21]3[CH:26]=[N:25][C:24]([N:27]4[C:35]5[C:30](=[CH:31][CH:32]=[C:33]([C:36]([N:38]6[CH2:42][CH2:41][CH2:40][CH2:39]6)=[O:37])[CH:34]=5)[C:29]([S:43]([CH3:44])=[O:6])=[CH:28]4)=[N:23][CH:22]=3)[CH:16]=2)[CH2:13][CH2:14]1, predict the reactants needed to synthesize it. The reactants are: ClC1C=C(C=CC=1)C(OO)=[O:6].[CH:12]1([C:15]2[CH:20]=[CH:19][N:18]=[C:17]([C:21]3[CH:22]=[N:23][C:24]([N:27]4[C:35]5[C:30](=[CH:31][CH:32]=[C:33]([C:36]([N:38]6[CH2:42][CH2:41][CH2:40][CH2:39]6)=[O:37])[CH:34]=5)[C:29]([S:43][CH3:44])=[CH:28]4)=[N:25][CH:26]=3)[CH:16]=2)[CH2:14][CH2:13]1. (2) Given the product [C:2]1([NH:1][C:9]2[CH:14]=[CH:13][CH:12]=[CH:11][CH:10]=2)[CH:7]=[CH:6][CH:5]=[CH:4][CH:3]=1, predict the reactants needed to synthesize it. The reactants are: [NH2:1][C:2]1[CH:7]=[CH:6][CH:5]=[CH:4][CH:3]=1.C(O)(=O)[C:9]1[CH:14]=[CH:13][CH:12]=[CH:11][CH:10]=1.Cl. (3) The reactants are: FC(F)(F)C(O)=O.[Br:8][C:9]1[CH:10]=[CH:11][C:12]([O:15][C:16]2[CH:21]=[CH:20][CH:19]=[C:18]([CH:22]=[C:23]3[CH2:28][CH2:27][NH:26][CH2:25][CH2:24]3)[CH:17]=2)=[N:13][CH:14]=1.[CH3:29][C:30]1[C:34]([CH3:35])=[C:33]([NH:36][C:37](=O)[O:38]C2C=CC=CC=2)[O:32][N:31]=1.CC1C(C)=C(N)ON=1.C(N(C(C)C)CC)(C)C. Given the product [Br:8][C:9]1[CH:10]=[CH:11][C:12]([O:15][C:16]2[CH:17]=[C:18]([CH:19]=[CH:20][CH:21]=2)[CH:22]=[C:23]2[CH2:24][CH2:25][N:26]([C:37]([NH:36][C:33]3[O:32][N:31]=[C:30]([CH3:29])[C:34]=3[CH3:35])=[O:38])[CH2:27][CH2:28]2)=[N:13][CH:14]=1, predict the reactants needed to synthesize it. (4) Given the product [NH2:1][CH2:2][CH:3]([CH2:8][CH:9]([C:11]1[CH:16]=[CH:15][CH:14]=[CH:13][CH:12]=1)[CH3:10])[CH2:4][C:5]([OH:7])=[O:6], predict the reactants needed to synthesize it. The reactants are: [NH2:1][CH2:2][CH:3]([CH2:8][CH:9]([C:11]1[CH:16]=[CH:15][CH:14]=[CH:13][C:12]=1Cl)[CH3:10])[CH2:4][C:5]([OH:7])=[O:6].NCC(CC(C1C=CC=C(Cl)C=1)C)CC(O)=O.NCC(CC(C1C=CC(Cl)=CC=1)C)CC(O)=O.NCC(CC(C1C=CC=CC=1OC)C)CC(O)=O.NCC(CC(C1C=CC=C(OC)C=1)C)CC(O)=O.NCC(CC(C1C=CC(OC)=CC=1)C)CC(O)=O.NCC(CC(CC1C=CC=CC=1)C)CC(O)=O. (5) Given the product [O:55]=[S:2]1(=[O:1])[CH2:7][CH2:6][N:5]([CH2:8][CH2:9][NH:10][C@:11]23[CH2:46][CH2:45][C@@H:44]([C:47](=[O:48])[NH:49][CH3:50])[C@@H:12]2[C@@H:13]2[C@@:26]([CH3:29])([CH2:27][CH2:28]3)[C@@:25]3([CH3:30])[C@@H:16]([C@:17]4([CH3:43])[C@@H:22]([CH2:23][CH2:24]3)[C:21]([CH3:31])([CH3:32])[C:20]([C:33]3[CH:34]=[CH:35][C:36]([C:37]([O:39][CH3:40])=[O:38])=[CH:41][CH:42]=3)=[CH:19][CH2:18]4)[CH2:15][CH2:14]2)[CH2:4][CH2:3]1, predict the reactants needed to synthesize it. The reactants are: [O:1]=[S:2]1(=[O:55])[CH2:7][CH2:6][N:5]([CH2:8][CH2:9][NH:10][C@:11]23[CH2:46][CH2:45][C@@H:44]([C:47]([N:49]4CCOC[CH2:50]4)=[O:48])[C@@H:12]2[C@@H:13]2[C@@:26]([CH3:29])([CH2:27][CH2:28]3)[C@@:25]3([CH3:30])[C@@H:16]([C@:17]4([CH3:43])[C@@H:22]([CH2:23][CH2:24]3)[C:21]([CH3:32])([CH3:31])[C:20]([C:33]3[CH:42]=[CH:41][C:36]([C:37]([O:39][CH3:40])=[O:38])=[CH:35][CH:34]=3)=[CH:19][CH2:18]4)[CH2:15][CH2:14]2)[CH2:4][CH2:3]1.CN.C1COCC1. (6) The reactants are: [C:1]([C:5]1[CH:6]=[CH:7][C:8]2[O:13][CH2:12][C:11](=[O:14])[N:10]([CH2:15][CH2:16][CH2:17]Cl)[C:9]=2[CH:19]=1)([CH3:4])([CH3:3])[CH3:2].C([O-])([O-])=O.[K+].[K+].[Na+].[I-].[CH2:28]([CH:32]1[CH2:37][CH2:36][NH:35][CH2:34][CH2:33]1)[CH2:29][CH2:30][CH3:31]. Given the product [C:1]([C:5]1[CH:6]=[CH:7][C:8]2[O:13][CH2:12][C:11](=[O:14])[N:10]([CH2:15][CH2:16][CH2:17][N:35]3[CH2:36][CH2:37][CH:32]([CH2:28][CH2:29][CH2:30][CH3:31])[CH2:33][CH2:34]3)[C:9]=2[CH:19]=1)([CH3:4])([CH3:3])[CH3:2], predict the reactants needed to synthesize it. (7) Given the product [ClH:17].[CH2:1]([N:8]1[C:12]2=[C:13]([N:18]3[CH2:27][CH2:26][C:25]4[C:20](=[CH:21][CH:22]=[CH:23][CH:24]=4)[CH2:19]3)[N:14]=[C:15]([C:30]#[CH:31])[CH:16]=[C:11]2[C:10]([CH3:28])=[C:9]1[CH3:29])[C:2]1[CH:7]=[CH:6][CH:5]=[CH:4][CH:3]=1, predict the reactants needed to synthesize it. The reactants are: [CH2:1]([N:8]1[C:12]2=[C:13]([N:18]3[CH2:27][CH2:26][C:25]4[C:20](=[CH:21][CH:22]=[CH:23][CH:24]=4)[CH2:19]3)[N:14]=[C:15]([Cl:17])[CH:16]=[C:11]2[C:10]([CH3:28])=[C:9]1[CH3:29])[C:2]1[CH:7]=[CH:6][CH:5]=[CH:4][CH:3]=1.[C:30]1(P(C2C=CC=CC=2)C2C=CC=CC=2)C=CC=C[CH:31]=1.C#C.C[SiH](C)C.C(N(CC)CC)C. (8) Given the product [CH3:19][S:20]([O:1][CH2:2][CH2:3][CH2:4][N:5]([C:6]([O:7][CH2:8][C:9]1[CH:14]=[CH:13][CH:12]=[CH:11][CH:10]=1)=[O:15])[CH2:16][CH2:17][CH3:18])(=[O:22])=[O:21], predict the reactants needed to synthesize it. The reactants are: [OH:1][CH2:2][CH2:3][CH2:4][N:5]([CH2:16][CH2:17][CH3:18])[C:6](=[O:15])[O:7][CH2:8][C:9]1[CH:14]=[CH:13][CH:12]=[CH:11][CH:10]=1.[CH3:19][S:20](Cl)(=[O:22])=[O:21]. (9) The reactants are: [CH:1]1([C:4]2[CH:12]=[CH:11][CH:10]=[C:9]3[C:5]=2[CH2:6][C:7](=[O:14])[N:8]3[CH3:13])[CH2:3][CH2:2]1.[Br-:15].[K+].BrBr. Given the product [Br:15][C:12]1[C:4]([CH:1]2[CH2:3][CH2:2]2)=[C:5]2[C:9](=[CH:10][CH:11]=1)[N:8]([CH3:13])[C:7](=[O:14])[CH2:6]2, predict the reactants needed to synthesize it.